This data is from Full USPTO retrosynthesis dataset with 1.9M reactions from patents (1976-2016). The task is: Predict the reactants needed to synthesize the given product. (1) Given the product [C:1]([O:5][C:6]([N:8]1[CH2:9][CH2:10][CH:11]([NH:14][C:15]2[S:16][C:27]([C:28](=[O:29])[C:30]3[CH:35]=[CH:34][CH:33]=[C:32]([F:36])[CH:31]=3)=[C:18]([NH2:19])[N:17]=2)[CH2:12][CH2:13]1)=[O:7])([CH3:4])([CH3:2])[CH3:3], predict the reactants needed to synthesize it. The reactants are: [C:1]([O:5][C:6]([N:8]1[CH2:13][CH2:12][CH:11]([N:14]=[C:15]=[S:16])[CH2:10][CH2:9]1)=[O:7])([CH3:4])([CH3:3])[CH3:2].[N:17]#[C:18][NH2:19].CC(C)([O-])C.[K+].Br[CH2:27][C:28]([C:30]1[CH:35]=[CH:34][CH:33]=[C:32]([F:36])[CH:31]=1)=[O:29]. (2) Given the product [CH3:21][C:22]1([CH3:38])[C:26]([CH3:28])([CH3:27])[O:25][B:24]([C:2]2[CH:7]=[CH:6][C:5]([O:8][CH2:9][CH2:10][CH3:11])=[CH:4][C:3]=2[C:12]([F:15])([F:14])[F:13])[O:23]1, predict the reactants needed to synthesize it. The reactants are: Br[C:2]1[CH:7]=[CH:6][C:5]([O:8][CH2:9][CH2:10][CH3:11])=[CH:4][C:3]=1[C:12]([F:15])([F:14])[F:13].C([O-])(=O)C.[K+].[CH3:21][C:22]1([CH3:38])[C:26]([CH3:28])([CH3:27])[O:25][B:24]([B:24]2[O:25][C:26]([CH3:28])([CH3:27])[C:22]([CH3:38])([CH3:21])[O:23]2)[O:23]1.